The task is: Predict which catalyst facilitates the given reaction.. This data is from Catalyst prediction with 721,799 reactions and 888 catalyst types from USPTO. (1) Reactant: Cl.Cl.[NH2:3][C@@H:4]1[C:18](=[O:19])[N:17]2[CH2:20][C@H:21]([O:23][C:24]3[C:33]4[C:28](=[C:29]([CH3:36])[C:30]([O:34][CH3:35])=[CH:31][CH:32]=4)[N:27]=[C:26]([C:37]4[S:38][CH:39]=[C:40]([CH:42]([CH3:44])[CH3:43])[N:41]=4)[CH:25]=3)[CH2:22][C@H:16]2[C:15](=[O:45])[NH:14][C@:13]2([C:47]([NH:49][S:50]([CH:53]3[CH2:55][CH2:54]3)(=[O:52])=[O:51])=[O:48])[CH2:46][C@H:12]2[CH:11]=[CH:10][CH2:9][CH2:8][CH2:7][CH2:6][CH2:5]1.[CH:56]([N:59]([CH2:63][CH3:64])[CH:60]([CH3:62])C)(C)C.ClC(Cl)([O:68]C(=O)OC(Cl)(Cl)Cl)Cl.N1CCCC1. Product: [CH:53]1([S:50]([NH:49][C:47]([C@@:13]23[CH2:46][C@H:12]2[CH:11]=[CH:10][CH2:9][CH2:8][CH2:7][CH2:6][CH2:5][C@H:4]([NH:3][C:56]([N:59]2[CH2:60][CH2:62][CH2:64][CH2:63]2)=[O:68])[C:18](=[O:19])[N:17]2[CH2:20][C@H:21]([O:23][C:24]4[C:33]5[C:28](=[C:29]([CH3:36])[C:30]([O:34][CH3:35])=[CH:31][CH:32]=5)[N:27]=[C:26]([C:37]5[S:38][CH:39]=[C:40]([CH:42]([CH3:43])[CH3:44])[N:41]=5)[CH:25]=4)[CH2:22][C@H:16]2[C:15](=[O:45])[NH:14]3)=[O:48])(=[O:51])=[O:52])[CH2:54][CH2:55]1. The catalyst class is: 68. (2) Reactant: [CH3:1][O:2][C:3]1[CH:4]=[C:5](/[C:11](=[CH:14]/[C:15]2[S:16][C:17]([N:20]3[CH2:25][CH2:24][CH:23]([OH:26])[CH2:22][CH2:21]3)=[CH:18][CH:19]=2)/[C:12]#[N:13])[CH:6]=[CH:7][C:8]=1[O:9][CH3:10].[H-].[Na+].[Br:29][CH2:30][C:31](Cl)=[O:32].C(Cl)(Cl)Cl. Product: [C:12](/[C:11](/[C:5]1[CH:6]=[CH:7][C:8]([O:9][CH3:10])=[C:3]([O:2][CH3:1])[CH:4]=1)=[CH:14]\[C:15]1[S:16][C:17]([N:20]2[CH2:21][CH2:22][CH:23]([O:26][C:31](=[O:32])[CH2:30][Br:29])[CH2:24][CH2:25]2)=[CH:18][CH:19]=1)#[N:13]. The catalyst class is: 30.